Task: Predict which catalyst facilitates the given reaction.. Dataset: Catalyst prediction with 721,799 reactions and 888 catalyst types from USPTO (1) Reactant: [C:1]([O:5][C:6]([CH:8]1[CH2:13][CH2:12][CH:11]([NH:14][CH2:15][C:16]2[CH:21]=[CH:20][CH:19]=[CH:18][CH:17]=2)[CH2:10][CH2:9]1)=[O:7])([CH3:4])([CH3:3])[CH3:2].Br[CH2:23][C:24]([O:26][C:27]([CH3:30])([CH3:29])[CH3:28])=[O:25].C([O-])([O-])=O.[Cs+].[Cs+].O. Product: [C:1]([O:5][C:6]([CH:8]1[CH2:9][CH2:10][CH:11]([N:14]([CH2:15][C:16]2[CH:21]=[CH:20][CH:19]=[CH:18][CH:17]=2)[CH2:23][C:24]([O:26][C:27]([CH3:30])([CH3:29])[CH3:28])=[O:25])[CH2:12][CH2:13]1)=[O:7])([CH3:4])([CH3:2])[CH3:3]. The catalyst class is: 3. (2) Reactant: [C:1]([O:5][C:6](=[O:34])[N:7]([CH2:9][CH2:10][CH2:11][C:12]([N:14]1[CH2:19][CH2:18][N:17]([C:20]2[CH:25]=[C:24]([CH:26]3[CH2:29][CH2:28][CH2:27]3)[N:23]=[C:22]([C:30]([CH3:33])([CH3:32])[CH3:31])[N:21]=2)[CH2:16][CH2:15]1)=O)[CH3:8])([CH3:4])([CH3:3])[CH3:2].B. Product: [C:1]([O:5][C:6](=[O:34])[N:7]([CH2:9][CH2:10][CH2:11][CH2:12][N:14]1[CH2:19][CH2:18][N:17]([C:20]2[CH:25]=[C:24]([CH:26]3[CH2:27][CH2:28][CH2:29]3)[N:23]=[C:22]([C:30]([CH3:33])([CH3:32])[CH3:31])[N:21]=2)[CH2:16][CH2:15]1)[CH3:8])([CH3:4])([CH3:3])[CH3:2]. The catalyst class is: 7. (3) Reactant: [N:1]1([CH2:7][C@@H:8]2[CH2:12][CH2:11][N:10]([C@H](C3C=CC=CC=3)C)[C@@H:9]2[C:21]([NH2:23])=[O:22])[CH2:6][CH2:5][O:4][CH2:3][CH2:2]1. Product: [N:1]1([CH2:7][C@@H:8]2[CH2:12][CH2:11][NH:10][C@@H:9]2[C:21]([NH2:23])=[O:22])[CH2:6][CH2:5][O:4][CH2:3][CH2:2]1. The catalyst class is: 386. (4) Reactant: [Br:1][C:2]1[C:3]([C:9](=[O:15])[C:10]([O:12][CH2:13][CH3:14])=[O:11])=[C:4]([CH3:8])[S:5][C:6]=1[Cl:7].O1CCCC1.[BH4-].[BH4-].[BH4-].[BH4-].[Na+].[Na+].[Na+].[Na+]. Product: [Br:1][C:2]1[C:3]([CH:9]([OH:15])[C:10]([O:12][CH2:13][CH3:14])=[O:11])=[C:4]([CH3:8])[S:5][C:6]=1[Cl:7]. The catalyst class is: 8. (5) Reactant: [Cl:1][C:2]1[N:7]=[C:6](Cl)[C:5]([CH3:9])=[CH:4][N:3]=1.[NH3:10].C([O-])(O)=O.[Na+]. Product: [Cl:1][C:2]1[N:7]=[C:6]([NH2:10])[C:5]([CH3:9])=[CH:4][N:3]=1. The catalyst class is: 41. (6) The catalyst class is: 83. Reactant: C([O:3][C:4](=[O:36])[CH2:5][CH2:6][NH:7][C:8](=[O:35])[C:9]1[CH:14]=[CH:13][C:12]([CH:15]([CH:29]2[CH2:32][C:31]([CH3:34])([CH3:33])[CH2:30]2)[NH:16][C:17]2[C:26]([CH3:27])=[CH:25][C:24]3[C:19](=[CH:20][CH:21]=[C:22]([F:28])[CH:23]=3)[N:18]=2)=[CH:11][CH:10]=1)C.[OH-].[Na+].Cl. Product: [CH3:33][C:31]1([CH3:34])[CH2:32][CH:29]([CH:15]([NH:16][C:17]2[C:26]([CH3:27])=[CH:25][C:24]3[C:19](=[CH:20][CH:21]=[C:22]([F:28])[CH:23]=3)[N:18]=2)[C:12]2[CH:11]=[CH:10][C:9]([C:8]([NH:7][CH2:6][CH2:5][C:4]([OH:36])=[O:3])=[O:35])=[CH:14][CH:13]=2)[CH2:30]1. (7) Reactant: [CH:1]1(/[CH:6]=[CH:7]/[C@H:8]([C@@H:10]2[O:14][C:13](=[O:15])[C@H:12]([O:16][CH3:17])[C@@H:11]2[OH:18])[OH:9])[CH2:5][CH2:4][CH2:3][CH2:2]1.Cl.[NH2:20][C@@H:21]1[C:27](=[O:28])[NH:26][C:25]2[CH:29]=[CH:30][CH:31]=[C:32]([C:33]3[CH:38]=[CH:37][CH:36]=[CH:35][CH:34]=3)[C:24]=2[O:23][CH2:22]1.C(C(CCCC)C([O-])=O)C.[Na+]. Product: [CH:1]1(/[CH:6]=[CH:7]/[C@@H:8]([OH:9])[C@H:10]([OH:14])[C@@H:11]([OH:18])[C@@H:12]([O:16][CH3:17])[C:13]([NH:20][C@@H:21]2[C:27](=[O:28])[NH:26][C:25]3[CH:29]=[CH:30][CH:31]=[C:32]([C:33]4[CH:34]=[CH:35][CH:36]=[CH:37][CH:38]=4)[C:24]=3[O:23][CH2:22]2)=[O:15])[CH2:5][CH2:4][CH2:3][CH2:2]1. The catalyst class is: 1. (8) Reactant: Br[CH:2]([CH2:5][C:6]1[CH:11]=[CH:10][CH:9]=[CH:8][CH:7]=1)[CH:3]=[O:4].NC(N)=O. Product: [C:6]1([CH2:5][CH2:2][CH:3]=[O:4])[CH:11]=[CH:10][CH:9]=[CH:8][CH:7]=1. The catalyst class is: 8.